Dataset: Full USPTO retrosynthesis dataset with 1.9M reactions from patents (1976-2016). Task: Predict the reactants needed to synthesize the given product. Given the product [Cl:1][C:2]1[CH:23]=[CH:22][C:5]([C:6]([N:8]([C:10]2[C:15]([CH3:16])=[CH:14][CH:13]=[CH:12][C:11]=2[O:17][CH2:18][CH2:19][CH2:20][OH:21])[CH3:9])=[O:7])=[CH:4][C:3]=1[C:34]1[CH:41]=[CH:40][C:39]([C:42]([F:45])([F:44])[F:43])=[CH:38][C:35]=1[C:36]#[N:37], predict the reactants needed to synthesize it. The reactants are: [Cl:1][C:2]1[CH:23]=[CH:22][C:5]([C:6]([N:8]([C:10]2[C:15]([CH3:16])=[CH:14][CH:13]=[CH:12][C:11]=2[O:17][CH2:18][CH2:19][CH2:20][OH:21])[CH3:9])=[O:7])=[CH:4][C:3]=1B1OC(C)(C)C(C)(C)O1.Br[C:34]1[CH:41]=[CH:40][C:39]([C:42]([F:45])([F:44])[F:43])=[CH:38][C:35]=1[C:36]#[N:37].C([O-])([O-])=O.[Na+].[Na+].